Dataset: Experimentally validated miRNA-target interactions with 360,000+ pairs, plus equal number of negative samples. Task: Binary Classification. Given a miRNA mature sequence and a target amino acid sequence, predict their likelihood of interaction. The miRNA is hsa-miR-215-3p with sequence UCUGUCAUUUCUUUAGGCCAAUA. The protein sequence of the target gene is MEEGGSTGSAGSDSSTSGSGGAQQRELERMAEVLVTGEQLRLRLHEEKVIKDRRHHLKTYPNCFVAKELIDWLIEHKEASDRETAIKLMQKLADRGIIHHVCDEHKEFKDVKLFYRFRKDDGTFPLDNEVKAFMRGQRLYEKLMSPENTLLQPREEEGVKYERTFMASEFLDWLVQEGEATTRKEAEQLCHRLMEHGIIQHVSNKHPFVDSNLLYQFRMNFRRRRRLMELLNEKSPSSQETHDSPFCLRKQSHDNRKSTSFMSVSPSKEIKIVSAVRRSSMSSCGSSGYFSSSPTLSSSP.... Result: 1 (interaction).